From a dataset of Peptide-MHC class II binding affinity with 134,281 pairs from IEDB. Regression. Given a peptide amino acid sequence and an MHC pseudo amino acid sequence, predict their binding affinity value. This is MHC class II binding data. (1) The binding affinity (normalized) is 0. The peptide sequence is AALHPFALLLVLAGWK. The MHC is DRB5_0101 with pseudo-sequence DRB5_0101. (2) The peptide sequence is DGDLKRLRDLNQAVN. The MHC is DRB1_0404 with pseudo-sequence DRB1_0404. The binding affinity (normalized) is 0.367. (3) The peptide sequence is DRVVFVLWAHGFELT. The MHC is DRB1_1501 with pseudo-sequence DRB1_1501. The binding affinity (normalized) is 0.567. (4) The peptide sequence is FLHYIFMENAFELPT. The MHC is DRB4_0101 with pseudo-sequence DRB4_0103. The binding affinity (normalized) is 0.944. (5) The peptide sequence is LSVTEQSEFYFPRAP. The binding affinity (normalized) is 0. The MHC is DRB5_0101 with pseudo-sequence DRB5_0101. (6) The peptide sequence is TSAVGAPTGATTAAA. The MHC is DRB1_1602 with pseudo-sequence QEFFIASGAAVDAIMWPRFDYYDLDRATYHVGFT. The binding affinity (normalized) is 0.0302. (7) The peptide sequence is ARTISEAGQAMASTE. The MHC is DRB4_0101 with pseudo-sequence DRB4_0103. The binding affinity (normalized) is 0.366. (8) The peptide sequence is NSQDHGWDLNAASAY. The MHC is DRB1_1201 with pseudo-sequence DRB1_1201. The binding affinity (normalized) is 0.182.